Predict which catalyst facilitates the given reaction. From a dataset of Catalyst prediction with 721,799 reactions and 888 catalyst types from USPTO. (1) Reactant: CON(C)[C:4]([C@@H:6]1[CH2:11][N:10]2[CH2:12][CH2:13][CH2:14][C@@H:9]2[CH2:8][N:7]1[C:15]([O:17][C:18]([CH3:21])([CH3:20])[CH3:19])=[O:16])=[O:5].[CH3:23][Mg]Cl.[Cl-].[NH4+]. Product: [C:4]([C@@H:6]1[CH2:11][N:10]2[CH2:12][CH2:13][CH2:14][C@@H:9]2[CH2:8][N:7]1[C:15]([O:17][C:18]([CH3:19])([CH3:20])[CH3:21])=[O:16])(=[O:5])[CH3:23]. The catalyst class is: 1. (2) Reactant: [CH3:1][O:2][C:3]1[CH:4]=[C:5]([CH:9]2[CH2:14][CH2:13][CH2:12][CH2:11][C:10]2=O)[CH:6]=[CH:7][CH:8]=1.[C:16]([CH:21]=P(C1C=CC=CC=1)(C1C=CC=CC=1)C1C=CC=CC=1)([O:18][CH2:19][CH3:20])=[O:17]. Product: [CH2:19]([O:18][C:16](=[O:17])[CH:21]=[C:10]1[CH2:11][CH2:12][CH2:13][CH2:14][CH:9]1[C:5]1[CH:6]=[CH:7][CH:8]=[C:3]([O:2][CH3:1])[CH:4]=1)[CH3:20]. The catalyst class is: 11.